Dataset: Reaction yield outcomes from USPTO patents with 853,638 reactions. Task: Predict the reaction yield, written as a fraction of the theoretical maximum amount of product (1.0 means a 100% yield; for example, 0.34 means a 34% yield). (1) The reactants are [CH:1]1([N:7]2[C:12](=[O:13])[C:11]([C:14]([NH:16][CH2:17][C:18]([O:20]CC)=[O:19])=[O:15])=[C:10]([OH:23])[C:9]([C:24](OC)=[O:25])=[C:8]2[OH:28])[CH2:6][CH2:5][CH2:4][CH2:3][CH2:2]1.[CH:29]([NH2:32])([CH3:31])[CH3:30]. The catalyst is C(Cl)(Cl)Cl. The product is [CH:1]1([N:7]2[C:8]([OH:28])=[C:9]([C:24]([NH:32][CH:29]([CH3:31])[CH3:30])=[O:25])[C:10]([OH:23])=[C:11]([C:14]([NH:16][CH2:17][C:18]([OH:20])=[O:19])=[O:15])[C:12]2=[O:13])[CH2:6][CH2:5][CH2:4][CH2:3][CH2:2]1. The yield is 0.662. (2) The reactants are [CH2:1]([O:5][C:6]1[CH:7]=[C:8]([CH:11]=[CH:12][CH:13]=1)[CH:9]=O)[CH:2]([CH3:4])[CH3:3].[OH:14][CH:15]1[CH2:19][CH2:18][NH:17][CH2:16]1. No catalyst specified. The product is [CH2:1]([O:5][C:6]1[CH:7]=[C:8]([CH:11]=[CH:12][CH:13]=1)[CH2:9][N:17]1[CH2:18][CH2:19][CH:15]([OH:14])[CH2:16]1)[CH:2]([CH3:4])[CH3:3]. The yield is 0.690.